Dataset: Full USPTO retrosynthesis dataset with 1.9M reactions from patents (1976-2016). Task: Predict the reactants needed to synthesize the given product. (1) Given the product [Cl:19][C:20]1[CH:21]=[CH:22][C:23]([C:26]2[CH:27]=[CH:28][C:29]([C:32]#[CH:33])=[N:30][CH:31]=2)=[CH:24][CH:25]=1, predict the reactants needed to synthesize it. The reactants are: CCCC[N+](CCCC)(CCCC)CCCC.[F-].[Cl:19][C:20]1[CH:25]=[CH:24][C:23]([C:26]2[CH:27]=[CH:28][C:29]([C:32]#[C:33][Si](C)(C)C)=[N:30][CH:31]=2)=[CH:22][CH:21]=1.O. (2) Given the product [CH3:1][O:2][C:3]1[CH:4]=[CH:5][C:6]([CH2:7][N:8]2[C:12]3=[N:13][CH:14]=[CH:15][C:16]([O:17][C:18]4[CH:23]=[CH:22][C:21]([NH2:24])=[CH:20][C:19]=4[F:27])=[C:11]3[CH:10]=[N:9]2)=[CH:28][CH:29]=1, predict the reactants needed to synthesize it. The reactants are: [CH3:1][O:2][C:3]1[CH:29]=[CH:28][C:6]([CH2:7][N:8]2[C:12]3=[N:13][CH:14]=[CH:15][C:16]([O:17][C:18]4[CH:23]=[CH:22][C:21]([N+:24]([O-])=O)=[CH:20][C:19]=4[F:27])=[C:11]3[CH:10]=[N:9]2)=[CH:5][CH:4]=1.CO.[NH4+].[Cl-].Cl. (3) Given the product [CH:14]1([C:12]([N:8]2[C:9]3[C:4](=[C:3]([O:18][C:19]4[CH:24]=[CH:23][CH:22]=[CH:21][CH:20]=4)[C:2]([C:25]#[CH:26])=[CH:11][CH:10]=3)[CH2:5][CH2:6][C@@H:7]2[CH3:17])=[O:13])[CH2:16][CH2:15]1, predict the reactants needed to synthesize it. The reactants are: Br[C:2]1[C:3]([O:18][C:19]2[CH:24]=[CH:23][CH:22]=[CH:21][CH:20]=2)=[C:4]2[C:9](=[CH:10][CH:11]=1)[N:8]([C:12]([CH:14]1[CH2:16][CH2:15]1)=[O:13])[C@@H:7]([CH3:17])[CH2:6][CH2:5]2.[CH2:25]([Sn](CCCC)(CCCC)C#C)[CH2:26]CC.C(OCC)(=O)C.